From a dataset of Full USPTO retrosynthesis dataset with 1.9M reactions from patents (1976-2016). Predict the reactants needed to synthesize the given product. (1) Given the product [Cl:29][C:24]1[CH:25]=[CH:26][CH:27]=[CH:28][C:23]=1[N:22]1[C:21]2[C:20](=[O:30])[N:19]([CH3:31])[C:18](=[O:32])[NH:17][C:16]=2[N:15]=[C:14]1[N:11]1[CH2:10][CH2:9][N:8]([C:6]([O:5][C:1]([CH3:4])([CH3:3])[CH3:2])=[O:7])[CH2:13][CH2:12]1, predict the reactants needed to synthesize it. The reactants are: [C:1]([O:5][C:6]([N:8]1[CH2:13][CH2:12][N:11]([C:14]2[N:22]([C:23]3[CH:28]=[CH:27][CH:26]=[CH:25][C:24]=3[Cl:29])[C:21]3[C:20](=[O:30])[N:19]([CH3:31])[C:18](=[O:32])[N:17](COC(=O)C(C)(C)C)[C:16]=3[N:15]=2)[CH2:10][CH2:9]1)=[O:7])([CH3:4])([CH3:3])[CH3:2].[H-].[Na+].Cl. (2) Given the product [CH3:18][C:7]1([CH3:19])[CH2:6][C:5]2[C:16](=[CH:17][C:2]([C:24]3[CH:25]=[N:20][CH:21]=[N:22][CH:23]=3)=[CH:3][CH:4]=2)[C:9]2([CH2:14][CH2:13][O:12][C:11]([NH2:15])=[N:10]2)[CH2:8]1, predict the reactants needed to synthesize it. The reactants are: Br[C:2]1[CH:17]=[C:16]2[C:5]([CH2:6][C:7]([CH3:19])([CH3:18])[CH2:8][C:9]32[CH2:14][CH2:13][O:12][C:11]([NH2:15])=[N:10]3)=[CH:4][CH:3]=1.[N:20]1[CH:25]=[C:24](B(O)O)[CH:23]=[N:22][CH:21]=1.C(=O)([O-])[O-].[Na+].[Na+]. (3) The reactants are: [CH2:1]([O:8][C:9]1[CH:14]=[CH:13][C:12](Br)=[CH:11][CH:10]=1)[C:2]1[CH:7]=[CH:6][CH:5]=[CH:4][CH:3]=1.[CH3:16][O:17][C:18]([O:20][CH3:21])=[CH2:19].[NH2-].[Na+]. Given the product [CH2:1]([O:8][C:9]1[CH:14]=[CH:13][C:12]2[CH2:19][C:18]([O:20][CH3:21])([O:17][CH3:16])[C:11]=2[CH:10]=1)[C:2]1[CH:7]=[CH:6][CH:5]=[CH:4][CH:3]=1, predict the reactants needed to synthesize it. (4) Given the product [Cl:1][C:2]1[C:7]([N+:8]([O-:10])=[O:9])=[CH:6][C:5]2[NH:11][C:18](=[O:19])[NH:12][C:4]=2[CH:3]=1, predict the reactants needed to synthesize it. The reactants are: [Cl:1][C:2]1[C:7]([N+:8]([O-:10])=[O:9])=[CH:6][C:5]([NH2:11])=[C:4]([NH2:12])[CH:3]=1.C1N=CN([C:18](N2C=NC=C2)=[O:19])C=1.